The task is: Predict which catalyst facilitates the given reaction.. This data is from Catalyst prediction with 721,799 reactions and 888 catalyst types from USPTO. (1) Reactant: [CH3:1][C:2]1[S:6][C:5]([CH:7]=[O:8])=[CH:4][CH:3]=1.[Br:9]Br.C(=O)([O-])[O-].[Na+].[Na+]. Product: [Br:9][C:3]1[CH:4]=[C:5]([CH:7]=[O:8])[S:6][C:2]=1[CH3:1]. The catalyst class is: 15. (2) Reactant: Br[C:2]1[CH:3]=[N:4][CH:5]=[C:6]2[C:11]=1[N:10]=[C:9]([C:12]([NH2:14])=[O:13])[CH:8]=[CH:7]2.[CH:15]([O:18][C:19]1[CH:24]=[CH:23][C:22](B(O)O)=[CH:21][CH:20]=1)([CH3:17])[CH3:16].C(=O)([O-])[O-].[Cs+].[Cs+]. Product: [CH:15]([O:18][C:19]1[CH:24]=[CH:23][C:22]([C:2]2[CH:3]=[N:4][CH:5]=[C:6]3[C:11]=2[N:10]=[C:9]([C:12]([NH2:14])=[O:13])[CH:8]=[CH:7]3)=[CH:21][CH:20]=1)([CH3:17])[CH3:16]. The catalyst class is: 688. (3) Product: [Br:1][C:2]1[CH:3]=[C:4]2[C:8](=[CH:9][CH:10]=1)[NH:7][C:6]([C:11]([N:13]1[CH2:14][CH2:15][CH:16]([NH:19][C:20]3[CH:21]=[CH:22][C:23]([CH2:26][CH2:27][NH:28][CH2:29][C@H:30]([OH:57])[CH2:31][O:32][C:33]4[CH:34]=[CH:35][C:36]([OH:39])=[CH:37][CH:38]=4)=[CH:24][CH:25]=3)[CH2:17][CH2:18]1)=[O:12])=[CH:5]2. Reactant: [Br:1][C:2]1[CH:3]=[C:4]2[C:8](=[CH:9][CH:10]=1)[NH:7][C:6]([C:11]([N:13]1[CH2:18][CH2:17][CH:16]([NH:19][C:20]3[CH:25]=[CH:24][C:23]([CH2:26][CH2:27][NH:28][CH2:29][C@H:30]([OH:57])[CH2:31][O:32][C:33]4[CH:38]=[CH:37][C:36]([O:39][Si](C(C)(C)C)(C5C=CC=CC=5)C5C=CC=CC=5)=[CH:35][CH:34]=4)=[CH:22][CH:21]=3)[CH2:15][CH2:14]1)=[O:12])=[CH:5]2. The catalyst class is: 147. (4) Reactant: CC(C1C=C(C(C)C)C(C2C=CC=CC=2P(C2CCCCC2)C2CCCCC2)=C(C(C)C)C=1)C.Cl[C:36]1[N:44]=[C:43]2[C:39]([N:40]=[C:41]([CH:46]=[O:47])[N:42]2[CH3:45])=[C:38]([N:48]2[CH2:53][CH2:52][O:51][CH2:50][CH2:49]2)[N:37]=1.[CH2:54]([C:56]1[NH:60][C:59]2[CH:61]=[CH:62][CH:63]=[CH:64][C:58]=2[N:57]=1)[CH3:55].C(=O)([O-])[O-].[Cs+].[Cs+]. Product: [CH2:54]([C:56]1[N:57]([C:36]2[N:44]=[C:43]3[C:39]([N:40]=[C:41]([CH:46]=[O:47])[N:42]3[CH3:45])=[C:38]([N:48]3[CH2:53][CH2:52][O:51][CH2:50][CH2:49]3)[N:37]=2)[C:58]2[CH:64]=[CH:63][CH:62]=[CH:61][C:59]=2[N:60]=1)[CH3:55]. The catalyst class is: 62. (5) Product: [C:38]([N:57]1[CH:61]=[C:60]([CH:62]=[CH:72][CH2:71][CH2:66][CH2:65][C:64]([OH:76])=[O:75])[N:59]=[CH:58]1)([C:45]1[CH:46]=[CH:47][CH:48]=[CH:49][CH:50]=1)([C:51]1[CH:56]=[CH:55][CH:54]=[CH:53][CH:52]=1)[C:39]1[CH:44]=[CH:43][CH:42]=[CH:41][CH:40]=1. The catalyst class is: 1. Reactant: C[Si](C)(C)N[Si](C)(C)C.[Li].[Br-].C(CCCC[P+](C1C=CC=CC=1)(C1C=CC=CC=1)C1C=CC=CC=1)(O)=O.[C:38]([N:57]1[CH:61]=[C:60]([CH:62]=O)[N:59]=[CH:58]1)([C:51]1[CH:56]=[CH:55][CH:54]=[CH:53][CH:52]=1)([C:45]1[CH:50]=[CH:49][CH:48]=[CH:47][CH:46]=1)[C:39]1[CH:44]=[CH:43][CH:42]=[CH:41][CH:40]=1.[C:64]([OH:76])(=[O:75])[CH2:65][C:66]([CH2:71][C:72](O)=O)(C(O)=O)O. (6) Reactant: Cl.Cl.[NH:3]1[C:11]2[C:6](=[CH:7][C:8]([C:12]3[C:20]4[C:19]([NH2:21])=[N:18][CH:17]=[N:16][C:15]=4[N:14]([CH3:22])[CH:13]=3)=[CH:9][CH:10]=2)[CH2:5][CH2:4]1.[CH3:23][C:24]1[CH:28]=[C:27]([CH3:29])[N:26]([CH2:30][C:31](O)=[O:32])[N:25]=1.CCN(C(C)C)C(C)C.C(P1(=O)OP(CCC)(=O)OP(CCC)(=O)O1)CC.C(OC(=O)C)C. Product: [CH3:23][C:24]1[CH:28]=[C:27]([CH3:29])[N:26]([CH2:30][C:31]([N:3]2[C:11]3[C:6](=[CH:7][C:8]([C:12]4[C:20]5[C:19]([NH2:21])=[N:18][CH:17]=[N:16][C:15]=5[N:14]([CH3:22])[CH:13]=4)=[CH:9][CH:10]=3)[CH2:5][CH2:4]2)=[O:32])[N:25]=1. The catalyst class is: 9.